Task: Predict the reactants needed to synthesize the given product.. Dataset: Full USPTO retrosynthesis dataset with 1.9M reactions from patents (1976-2016) (1) Given the product [CH2:1]([N:7]1[C:19]2[CH:18]=[C:17]([CH2:20][Cl:24])[CH:16]=[CH:15][C:14]=2[C:13]2[C:8]1=[CH:9][CH:10]=[CH:11][CH:12]=2)[CH2:2][CH2:3][CH2:4][CH2:5][CH3:6], predict the reactants needed to synthesize it. The reactants are: [CH2:1]([N:7]1[C:19]2[CH:18]=[C:17]([CH2:20]O)[CH:16]=[CH:15][C:14]=2[C:13]2[C:8]1=[CH:9][CH:10]=[CH:11][CH:12]=2)[CH2:2][CH2:3][CH2:4][CH2:5][CH3:6].S(Cl)([Cl:24])=O. (2) Given the product [CH2:27]([C:9]1[C:10]([C:23]([F:26])([F:25])[F:24])=[N:11][N:12]([C:13]2[CH:14]=[CH:15][C:16]([S:19]([NH2:22])(=[O:21])=[O:20])=[N:17][CH:18]=2)[C:8]=1[C:5]1[CH:6]=[CH:7][C:2]([C:35]2[S:39][CH:38]=[N:37][CH:36]=2)=[C:3]([F:29])[CH:4]=1)[CH3:28], predict the reactants needed to synthesize it. The reactants are: Br[C:2]1[CH:7]=[CH:6][C:5]([C:8]2[N:12]([C:13]3[CH:14]=[CH:15][C:16]([S:19]([NH2:22])(=[O:21])=[O:20])=[N:17][CH:18]=3)[N:11]=[C:10]([C:23]([F:26])([F:25])[F:24])[C:9]=2[CH2:27][CH3:28])=[CH:4][C:3]=1[F:29].C([Sn](CCCC)(CCCC)[C:35]1[S:39][CH:38]=[N:37][CH:36]=1)CCC.[Cl-].[Li+]. (3) The reactants are: C([C@H]([C@@H](C(O)=O)O)O)(O)=O.[F:11][C:12]([F:29])([F:28])[C:13]1[CH:14]=[C:15]([CH:20]([NH:23][C:24]([CH3:27])([CH3:26])[CH3:25])[CH2:21][OH:22])[CH:16]=[CH:17][C:18]=1[NH2:19].[OH-].[Na+]. Given the product [F:11][C:12]([F:28])([F:29])[C:13]1[CH:14]=[C:15]([CH:20]([NH:23][C:24]([CH3:25])([CH3:27])[CH3:26])[CH2:21][OH:22])[CH:16]=[CH:17][C:18]=1[NH2:19], predict the reactants needed to synthesize it.